From a dataset of Full USPTO retrosynthesis dataset with 1.9M reactions from patents (1976-2016). Predict the reactants needed to synthesize the given product. (1) The reactants are: [C:1]([O:4][CH2:5][CH2:6][C:7]1[S:8][C:9]([N+:12]([O-])=O)=[CH:10][CH:11]=1)(=[O:3])[CH3:2]. Given the product [C:1]([O:4][CH2:5][CH2:6][C:7]1[S:8][C:9]([NH2:12])=[CH:10][CH:11]=1)(=[O:3])[CH3:2], predict the reactants needed to synthesize it. (2) Given the product [C:15]([C:16]1[CH:17]=[C:18]([NH2:19])[N:12]([C:9]2[CH:8]=[CH:7][C:6]([S:3]([CH3:2])(=[O:5])=[O:4])=[CH:11][CH:10]=2)[N:13]=1)([CH3:22])([CH3:21])[CH3:14], predict the reactants needed to synthesize it. The reactants are: Cl.[CH3:2][S:3]([C:6]1[CH:11]=[CH:10][C:9]([NH:12][NH2:13])=[CH:8][CH:7]=1)(=[O:5])=[O:4].[CH3:14][C:15]([CH3:22])([CH3:21])[C:16](=O)[CH2:17][C:18]#[N:19].Cl. (3) Given the product [C:58]([NH:57][CH2:56][CH2:55][C:52]1[CH:53]=[CH:54][C:49]([Cl:48])=[CH:50][C:51]=1[O:61][CH2:32][CH2:31][O:30][CH:18]1[CH:17]([C:14]2[CH:13]=[CH:12][C:11]([O:10][CH2:9][CH2:8][CH2:7][O:6][CH2:5][C:4]3[CH:44]=[CH:45][CH:46]=[CH:47][C:3]=3[O:2][CH3:1])=[CH:16][CH:15]=2)[CH2:22][CH2:21][N:20]([C:23]([O:25][C:26]([CH3:27])([CH3:29])[CH3:28])=[O:24])[CH2:19]1)(=[O:60])[CH3:59], predict the reactants needed to synthesize it. The reactants are: [CH3:1][O:2][C:3]1[CH:47]=[CH:46][CH:45]=[CH:44][C:4]=1[CH2:5][O:6][CH2:7][CH2:8][CH2:9][O:10][C:11]1[CH:16]=[CH:15][C:14]([CH:17]2[CH2:22][CH2:21][N:20]([C:23]([O:25][C:26]([CH3:29])([CH3:28])[CH3:27])=[O:24])[CH2:19][CH:18]2[O:30][CH2:31][CH2:32]OS(C2C=CC(C)=CC=2)(=O)=O)=[CH:13][CH:12]=1.[Cl:48][C:49]1[CH:54]=[CH:53][C:52]([CH2:55][CH2:56][NH:57][C:58](=[O:60])[CH3:59])=[C:51]([OH:61])[CH:50]=1. (4) Given the product [CH3:13][O:12][C:4]1[CH:5]=[C:6]([N+:9]([O-:11])=[O:10])[CH:7]=[CH:8][C:3]=1[CH2:2][P:15]([CH3:14])(=[O:19])[O:16][CH2:17][CH3:18], predict the reactants needed to synthesize it. The reactants are: Br[CH2:2][C:3]1[CH:8]=[CH:7][C:6]([N+:9]([O-:11])=[O:10])=[CH:5][C:4]=1[O:12][CH3:13].[CH3:14][P:15]([O:19]CC)[O:16][CH2:17][CH3:18].Cl. (5) The reactants are: [CH3:1][O:2][C:3]([C@@H:5]1[C@@H:10]2[C@H:6]1[CH2:7][CH2:8][C@@:9]2([NH2:14])[C:11]([OH:13])=[O:12])=[O:4].[C:15](O[C:15]([O:17][C:18]([CH3:21])([CH3:20])[CH3:19])=[O:16])([O:17][C:18]([CH3:21])([CH3:20])[CH3:19])=[O:16].C(=O)([O-])[O-].[K+].[K+].Cl. Given the product [CH3:1][O:2][C:3]([C@@H:5]1[C@@H:10]2[C@H:6]1[CH2:7][CH2:8][C@@:9]2([NH:14][C:15]([O:17][C:18]([CH3:21])([CH3:20])[CH3:19])=[O:16])[C:11]([OH:13])=[O:12])=[O:4], predict the reactants needed to synthesize it. (6) Given the product [F:1][C:2]([F:13])([F:14])[C:3]1([C:10]([O-:12])=[O:11])[CH2:8][CH:7]2[CH2:9][CH:4]1[CH:5]=[CH:6]2.[Na+:19], predict the reactants needed to synthesize it. The reactants are: [F:1][C:2]([F:14])([F:13])[C:3]1([C:10]([OH:12])=[O:11])[CH2:8][CH:7]2[CH2:9][CH:4]1[CH:5]=[CH:6]2.C(=O)([O-])O.[Na+:19].O. (7) The reactants are: [Cl-:1].[NH4+].O.C(O)C.[N+:7]([C:10]1[CH:34]=[CH:33][C:13]([NH:14][CH2:15][C:16]2[CH:21]=[CH:20][CH:19]=[C:18]([CH2:22][NH:23][C:24]3[CH:29]=[CH:28][C:27]([N+:30]([O-])=O)=[CH:26][CH:25]=3)[CH:17]=2)=[CH:12][CH:11]=1)([O-])=O. Given the product [ClH:1].[ClH:1].[ClH:1].[ClH:1].[NH2:30][C:27]1[CH:26]=[CH:25][C:24]([NH:23][CH2:22][C:18]2[CH:17]=[C:16]([CH:21]=[CH:20][CH:19]=2)[CH2:15][NH:14][C:13]2[CH:33]=[CH:34][C:10]([NH2:7])=[CH:11][CH:12]=2)=[CH:29][CH:28]=1, predict the reactants needed to synthesize it.